Dataset: Forward reaction prediction with 1.9M reactions from USPTO patents (1976-2016). Task: Predict the product of the given reaction. (1) Given the reactants C(N(S(F)(F)[F:7])CC)C.[F:10][C:11]1[CH:12]=[C:13]([CH:20]=[C:21]([F:23])[CH:22]=1)[CH:14](O)[C:15]([O:17][CH3:18])=[O:16], predict the reaction product. The product is: [F:7][CH:14]([C:13]1[CH:12]=[C:11]([F:10])[CH:22]=[C:21]([F:23])[CH:20]=1)[C:15]([O:17][CH3:18])=[O:16]. (2) Given the reactants [Cl:1][C:2]1[CH:7]=[CH:6][CH:5]=[C:4]([Cl:8])[C:3]=1[NH:9][C:10]([NH:12][C:13]1[S:14][C:15]([C:21]2[CH:26]=[CH:25][CH:24]=[CH:23][CH:22]=2)=[CH:16][C:17]=1[C:18](O)=[O:19])=[O:11].CN(C(ON1N=NC2C=CC=NC1=2)=[N+](C)C)C.F[P-](F)(F)(F)(F)F.CCN(C(C)C)C(C)C.Cl.[NH2:61][C@@H:62]([CH:67]1[CH2:72][CH2:71][CH2:70][CH2:69][CH2:68]1)[C:63]([O:65][CH3:66])=[O:64], predict the reaction product. The product is: [CH:67]1([C@H:62]([NH:61][C:18]([C:17]2[CH:16]=[C:15]([C:21]3[CH:22]=[CH:23][CH:24]=[CH:25][CH:26]=3)[S:14][C:13]=2[NH:12][C:10]([NH:9][C:3]2[C:4]([Cl:8])=[CH:5][CH:6]=[CH:7][C:2]=2[Cl:1])=[O:11])=[O:19])[C:63]([O:65][CH3:66])=[O:64])[CH2:72][CH2:71][CH2:70][CH2:69][CH2:68]1. (3) Given the reactants [CH3:1][O:2][C:3](=[O:14])[C:4]1[CH:9]=[CH:8][C:7](F)=[C:6]([N+:11]([O-:13])=[O:12])[CH:5]=1.C(=O)([O-])[O-].[K+].[K+].[CH3:21][CH:22]1[CH2:27][CH2:26][CH2:25][CH2:24][CH:23]1[NH2:28].Cl, predict the reaction product. The product is: [CH3:1][O:2][C:3](=[O:14])[C:4]1[CH:9]=[CH:8][C:7]([NH:28][CH:23]2[CH2:24][CH2:25][CH2:26][CH2:27][CH:22]2[CH3:21])=[C:6]([N+:11]([O-:13])=[O:12])[CH:5]=1. (4) Given the reactants [CH2:1]([N:4]([C:12]1[CH:17]=[CH:16][C:15]([F:18])=[CH:14][CH:13]=1)[C:5](=[O:11])[CH2:6][C:7]([O:9][CH3:10])=[O:8])[CH:2]=[CH2:3].S(=O)(=O)(O)[O-].[Na+], predict the reaction product. The product is: [F:18][C:15]1[CH:16]=[CH:17][C:12]([N:4]2[CH2:1][CH:2]3[C:6]([C:7]([O:9][CH3:10])=[O:8])([CH2:3]3)[C:5]2=[O:11])=[CH:13][CH:14]=1.